The task is: Binary Classification. Given a T-cell receptor sequence (or CDR3 region) and an epitope sequence, predict whether binding occurs between them.. This data is from TCR-epitope binding with 47,182 pairs between 192 epitopes and 23,139 TCRs. (1) The epitope is KLWAQCVQL. The TCR CDR3 sequence is CASSSVGGSGANVLTF. Result: 0 (the TCR does not bind to the epitope). (2) The epitope is GILGFVFTL. The TCR CDR3 sequence is CASIDRPATNEKLFF. Result: 1 (the TCR binds to the epitope). (3) The epitope is FLNRFTTTL. The TCR CDR3 sequence is CASSPSFTGELFF. Result: 0 (the TCR does not bind to the epitope). (4) The epitope is KPLEFGATSAAL. The TCR CDR3 sequence is CAISSNREVSYEQYF. Result: 1 (the TCR binds to the epitope). (5) The epitope is LLWNGPMAV. Result: 1 (the TCR binds to the epitope). The TCR CDR3 sequence is CSASDNMVGAYEQYF. (6) The epitope is PROT_97E67BCC. The TCR CDR3 sequence is CASSGLASGTGELFF. Result: 1 (the TCR binds to the epitope). (7) The epitope is RISNCVADY. The TCR CDR3 sequence is CSVPFAGADTQYF. Result: 0 (the TCR does not bind to the epitope).